This data is from Full USPTO retrosynthesis dataset with 1.9M reactions from patents (1976-2016). The task is: Predict the reactants needed to synthesize the given product. Given the product [CH:1]1[C:13]2[CH2:12][C:11]3[C:6](=[CH:7][CH:8]=[CH:9][CH:10]=3)[C:5]=2[CH:4]=[CH:3][C:2]=1[N:14]1[C:15]([CH:16]([CH3:18])[CH3:17])=[N:29][N:28]=[C:20]1[C:21]1[CH:26]=[CH:25][CH:24]=[CH:23][CH:22]=1, predict the reactants needed to synthesize it. The reactants are: [CH:1]1[C:13]2[CH2:12][C:11]3[C:6](=[CH:7][CH:8]=[CH:9][CH:10]=3)[C:5]=2[CH:4]=[CH:3][C:2]=1[NH:14][C:15](=S)[CH:16]([CH3:18])[CH3:17].[C:20]([NH:28][NH2:29])(=O)[C:21]1[CH:26]=[CH:25][CH:24]=[CH:23][CH:22]=1.